This data is from Full USPTO retrosynthesis dataset with 1.9M reactions from patents (1976-2016). The task is: Predict the reactants needed to synthesize the given product. (1) Given the product [Cl:32][C:29]1[CH:30]=[CH:31][C:26]([N:22]([C@H:15]2[C:16]3[C:21](=[CH:20][CH:19]=[CH:18][CH:17]=3)[N:12]([C:10](=[O:11])[C:9]3[CH:8]=[CH:7][C:6]([O:5][CH2:4][CH2:3][CH2:2][NH:1][S:45]([C:44]([F:57])([F:56])[F:43])(=[O:47])=[O:46])=[CH:35][CH:34]=3)[C@@H:13]([CH3:33])[CH2:14]2)[C:23](=[O:25])[CH3:24])=[CH:27][CH:28]=1, predict the reactants needed to synthesize it. The reactants are: [NH2:1][CH2:2][CH2:3][CH2:4][O:5][C:6]1[CH:35]=[CH:34][C:9]([C:10]([N:12]2[C:21]3[C:16](=[CH:17][CH:18]=[CH:19][CH:20]=3)[C@H:15]([N:22]([C:26]3[CH:31]=[CH:30][C:29]([Cl:32])=[CH:28][CH:27]=3)[C:23](=[O:25])[CH3:24])[CH2:14][C@@H:13]2[CH3:33])=[O:11])=[CH:8][CH:7]=1.C(N(CC)CC)C.[F:43][C:44]([F:57])([F:56])[S:45](O[S:45]([C:44]([F:57])([F:56])[F:43])(=[O:47])=[O:46])(=[O:47])=[O:46]. (2) Given the product [Cl:1][C:2]1[C:3]([C:26]([F:29])([F:27])[F:28])=[CH:4][C:5]2[N:9]=[C:8]([CH2:10][CH:11]3[CH2:12][CH:13]([CH2:15][N:50]([CH2:49][C@@H:36]4[C@H:34]5[O:35][C:31]([CH3:54])([CH3:30])[O:32][C@H:33]5[C@H:38]([N:39]5[C:43]6[N:44]=[CH:45][N:46]=[C:47]([NH2:48])[C:42]=6[CH:41]=[CH:40]5)[CH2:37]4)[CH:51]([CH3:52])[CH3:53])[CH2:14]3)[N:7]([CH2:17][O:18][CH2:19][CH2:20][Si:21]([CH3:24])([CH3:22])[CH3:23])[C:6]=2[CH:25]=1, predict the reactants needed to synthesize it. The reactants are: [Cl:1][C:2]1[C:3]([C:26]([F:29])([F:28])[F:27])=[CH:4][C:5]2[N:9]=[C:8]([CH2:10][CH:11]3[CH2:14][CH:13]([CH:15]=O)[CH2:12]3)[N:7]([CH2:17][O:18][CH2:19][CH2:20][Si:21]([CH3:24])([CH3:23])[CH3:22])[C:6]=2[CH:25]=1.[CH3:30][C:31]1([CH3:54])[O:35][C@@H:34]2[C@@H:36]([CH2:49][NH:50][CH:51]([CH3:53])[CH3:52])[CH2:37][C@@H:38]([N:39]3[C:43]4[N:44]=[CH:45][N:46]=[C:47]([NH2:48])[C:42]=4[CH:41]=[CH:40]3)[C@@H:33]2[O:32]1.[O-]S([O-])(=O)=O.[Mg+2].C([O-])(O)=O.[Na+].